From a dataset of Full USPTO retrosynthesis dataset with 1.9M reactions from patents (1976-2016). Predict the reactants needed to synthesize the given product. (1) Given the product [CH:32]1([NH:37][C:20](=[O:21])[C:19]2[CH:18]=[CH:17][C:16]([C:12]3[CH:11]=[C:10]4[C:15](=[CH:14][CH:13]=3)[C:6](=[O:5])[N:7]([CH2:25][CH2:26][N:27]3[CH2:31][CH2:30][CH2:29][CH2:28]3)[CH2:8][CH2:9]4)=[CH:24][CH:23]=2)[CH2:36][CH2:35][CH2:34][CH2:33]1, predict the reactants needed to synthesize it. The reactants are: S(Cl)(Cl)=O.[O:5]=[C:6]1[C:15]2[C:10](=[CH:11][C:12]([C:16]3[CH:24]=[CH:23][C:19]([C:20](O)=[O:21])=[CH:18][CH:17]=3)=[CH:13][CH:14]=2)[CH2:9][CH2:8][N:7]1[CH2:25][CH2:26][N:27]1[CH2:31][CH2:30][CH2:29][CH2:28]1.[CH:32]1([NH2:37])[CH2:36][CH2:35][CH2:34][CH2:33]1. (2) The reactants are: [O:1]=[CH:2][CH2:3][CH2:4][CH2:5][C:6]1([CH:16]=O)[CH2:15][CH2:14][CH2:13][C:8]2([O:12][CH2:11][CH2:10][O:9]2)[CH2:7]1.FC(F)(F)C([O-])=O.C([NH2+]CC1C=CC=CC=1)C1C=CC=CC=1. Given the product [O:9]1[C:8]2([CH2:13][CH2:14][CH2:15][C:6]3([CH2:5][CH2:4][C:3]([CH:2]=[O:1])=[CH:16]3)[CH2:7]2)[O:12][CH2:11][CH2:10]1, predict the reactants needed to synthesize it. (3) Given the product [F:34][C:2]([F:1])([F:33])[C:3]1[CH:28]=[C:27]([C:29]([F:30])([F:32])[F:31])[CH:26]=[CH:25][C:4]=1[CH2:5][N:6]1[C:14]2[C:9](=[CH:10][C:11]([CH:15]=[C:16]3[S:20][C:19]([N:44]4[CH2:45][CH2:46][CH:41]([NH:40][C:38]([NH:37][CH2:35][CH3:36])=[O:39])[CH2:42][CH2:43]4)=[N:18][C:17]3=[O:24])=[CH:12][CH:13]=2)[CH:8]=[N:7]1, predict the reactants needed to synthesize it. The reactants are: [F:1][C:2]([F:34])([F:33])[C:3]1[CH:28]=[C:27]([C:29]([F:32])([F:31])[F:30])[CH:26]=[CH:25][C:4]=1[CH2:5][N:6]1[C:14]2[C:9](=[CH:10][C:11]([CH:15]=[C:16]3[S:20][C:19](SCC)=[N:18][C:17]3=[O:24])=[CH:12][CH:13]=2)[CH:8]=[N:7]1.[CH2:35]([NH:37][C:38]([NH:40][CH:41]1[CH2:46][CH2:45][NH:44][CH2:43][CH2:42]1)=[O:39])[CH3:36]. (4) Given the product [Br:1][C:2]1[CH:10]=[CH:9][C:5]([C:6]([NH:14][CH2:13][C:18]([OH:22])([CH3:19])[CH3:24])=[O:8])=[CH:4][C:3]=1[O:11][CH3:12], predict the reactants needed to synthesize it. The reactants are: [Br:1][C:2]1[CH:10]=[CH:9][C:5]([C:6]([OH:8])=O)=[CH:4][C:3]=1[O:11][CH3:12].[CH3:13][N:14](C=O)C.[C:18](Cl)(=[O:22])[C:19](Cl)=O.[CH2:24](Cl)Cl. (5) Given the product [Br:83][C:84]1[CH:89]=[C:88]([NH:71][CH:68]2[CH2:67][CH2:66][CH:65]([NH:64][C:58]3[C:57]4[C:62](=[CH:63][C:54]([Cl:53])=[CH:55][CH:56]=4)[N:61]=[CH:60][CH:59]=3)[CH2:70][CH2:69]2)[CH:87]=[C:86]([CH3:90])[CH:85]=1, predict the reactants needed to synthesize it. The reactants are: C1C=CC(P(C2C(C3C(P(C4C=CC=CC=4)C4C=CC=CC=4)=CC=C4C=3C=CC=C4)=C3C(C=CC=C3)=CC=2)C2C=CC=CC=2)=CC=1.CC(C)([O-])C.[Na+].[Cl:53][C:54]1[CH:63]=[C:62]2[C:57]([C:58]([NH:64][C@H:65]3[CH2:70][CH2:69][C@@H:68]([NH:71]C4C5C(=CC(Cl)=CC=5)N=CC=4)[CH2:67][CH2:66]3)=[CH:59][CH:60]=[N:61]2)=[CH:56][CH:55]=1.[Br:83][C:84]1[C:85](Br)=[C:86]([CH3:90])[CH:87]=[CH:88][CH:89]=1. (6) Given the product [Cl:39][C:34]1[CH:35]=[CH:36][CH:37]=[CH:38][C:33]=1[CH2:32][C@H:2]([NH:1][C:64]([C:60]1[C:56]2[N:57]=[CH:58][N:59]=[C:54]([C:46]3[C:47]4[O:51][CH2:50][O:49][C:48]=4[CH:52]=[CH:53][C:45]=3[O:44][CH2:43][CH:40]3[CH2:42][CH2:41]3)[C:55]=2[NH:62][C:61]=1[CH3:63])=[O:65])[C:3]([N:5]1[CH2:6][CH2:7][CH:8]([N:11]2[N:20]=[C:19]([C:21]3[CH:26]=[CH:25][C:24]([O:27][CH3:28])=[C:23]([O:29][CH3:30])[CH:22]=3)[C@@H:18]3[C@@H:13]([CH2:14][CH2:15][CH2:16][CH2:17]3)[C:12]2=[O:31])[CH2:9][CH2:10]1)=[O:4], predict the reactants needed to synthesize it. The reactants are: [NH2:1][C@@H:2]([CH2:32][C:33]1[CH:38]=[CH:37][CH:36]=[CH:35][C:34]=1[Cl:39])[C:3]([N:5]1[CH2:10][CH2:9][CH:8]([N:11]2[N:20]=[C:19]([C:21]3[CH:26]=[CH:25][C:24]([O:27][CH3:28])=[C:23]([O:29][CH3:30])[CH:22]=3)[C@@H:18]3[C@@H:13]([CH2:14][CH2:15][CH2:16][CH2:17]3)[C:12]2=[O:31])[CH2:7][CH2:6]1)=[O:4].[CH:40]1([CH2:43][O:44][C:45]2[CH:53]=[CH:52][C:48]3[O:49][CH2:50][O:51][C:47]=3[C:46]=2[C:54]2[C:55]3[NH:62][C:61]([CH3:63])=[C:60]([C:64](O)=[O:65])[C:56]=3[N:57]=[CH:58][N:59]=2)[CH2:42][CH2:41]1.CN(C(ON1N=NC2C=CC=CC1=2)=[N+](C)C)C.F[P-](F)(F)(F)(F)F.CCN(C(C)C)C(C)C.C(=O)(O)[O-].[Na+].